Dataset: Experimentally validated miRNA-target interactions with 360,000+ pairs, plus equal number of negative samples. Task: Binary Classification. Given a miRNA mature sequence and a target amino acid sequence, predict their likelihood of interaction. The miRNA is hsa-miR-635 with sequence ACUUGGGCACUGAAACAAUGUCC. The protein sequence of the target gene is MDSALSDPHNGSAEAGGPTNSTTRPPSTPEGIALAYGSLLLMALLPIFFGALRSVRCARGKNASDMPETITSRDAARFPIIASCTLLGLYLFFKIFSQEYINLLLSMYFFVLGILALSHTISPFMNKFFPASFPNRQYQLLFTQGSGENKEEIINYEFDTKDLVCLGLSSIVGVWYLLRKHWIANNLFGLAFSLNGVELLHLNNVSTGCILLGGLFIYDVFWVFGTNVMVTVAKSFEAPIKLVFPQDLLEKGLEANNFAMLGLGDVVIPGIFIALLLRFDISLKKNTHTYFYTSFAAYIF.... Result: 1 (interaction).